From a dataset of Peptide-MHC class I binding affinity with 185,985 pairs from IEDB/IMGT. Regression. Given a peptide amino acid sequence and an MHC pseudo amino acid sequence, predict their binding affinity value. This is MHC class I binding data. The peptide sequence is DIVKGLSGY. The MHC is HLA-B39:01 with pseudo-sequence HLA-B39:01. The binding affinity (normalized) is 0.0847.